Task: Predict the reaction yield, written as a fraction of the theoretical maximum amount of product (1.0 means a 100% yield; for example, 0.34 means a 34% yield).. Dataset: Reaction yield outcomes from USPTO patents with 853,638 reactions (1) The reactants are [Cl:1][C:2]1[N:3]=[C:4](Cl)[C:5]2[CH2:10][O:9][CH:8]([C:11]3[CH:16]=[CH:15][C:14]([F:17])=[CH:13][CH:12]=3)[C:6]=2[N:7]=1.Cl.[CH2:20]([NH2:22])[CH3:21]. No catalyst specified. The product is [Cl:1][C:2]1[N:3]=[C:4]([NH:22][CH2:20][CH3:21])[C:5]2[CH2:10][O:9][CH:8]([C:11]3[CH:16]=[CH:15][C:14]([F:17])=[CH:13][CH:12]=3)[C:6]=2[N:7]=1. The yield is 0.296. (2) The reactants are [Cl-].O[NH3+:3].[C:4](=[O:7])([O-])[OH:5].[Na+].CS(C)=O.[CH2:13]([C:15]1[N:16]=[C:17]([CH2:46][CH2:47][CH3:48])[N:18]([CH2:31][C:32]2[CH:37]=[CH:36][C:35]([C:38]3[C:39]([C:44]#[N:45])=[CH:40][CH:41]=[CH:42][CH:43]=3)=[CH:34][CH:33]=2)[C:19](=[O:30])[C:20]=1[O:21][C:22]1[CH:27]=[CH:26][C:25]([CH2:28][CH3:29])=[CH:24][CH:23]=1)[CH3:14]. The catalyst is C(OCC)(=O)C. The product is [CH2:13]([C:15]1[N:16]=[C:17]([CH2:46][CH2:47][CH3:48])[N:18]([CH2:31][C:32]2[CH:37]=[CH:36][C:35]([C:38]3[CH:43]=[CH:42][CH:41]=[CH:40][C:39]=3[C:44]3[NH:3][C:4](=[O:7])[O:5][N:45]=3)=[CH:34][CH:33]=2)[C:19](=[O:30])[C:20]=1[O:21][C:22]1[CH:23]=[CH:24][C:25]([CH2:28][CH3:29])=[CH:26][CH:27]=1)[CH3:14]. The yield is 0.710. (3) The reactants are [OH:1][C@H:2]1[CH2:7][CH2:6][C@H:5]([N:8]2[C:13](=[O:14])[C:12]([CH2:15][C:16]3[CH:21]=[CH:20][C:19]([C:22]4[C:23]([C:28]#[N:29])=[CH:24][CH:25]=[CH:26][CH:27]=4)=[C:18]([CH3:30])[CH:17]=3)=[C:11]([CH2:31][CH2:32][CH3:33])[N:10]3[N:34]=[CH:35][CH:36]=[C:9]23)[CH2:4][CH2:3]1.[N+:37](=CC(OCC)=O)=[N-].[C:45]([O:48]CC)(=[O:47])C.[OH2:51].[C:52]1([CH3:58])[CH:57]=CC=C[CH:53]=1. The catalyst is C([O-])(=O)C.[Rh+3].C([O-])(=O)C.C([O-])(=O)C. The product is [OH:51][C:52]([CH3:58])([CH3:57])[CH2:53][O:1][C@H:2]1[CH2:3][CH2:4][C@H:5]([N:8]2[C:13](=[O:14])[C:12]([CH2:15][C:16]3[CH:21]=[CH:20][C:19]([C:22]4[CH:27]=[CH:26][CH:25]=[CH:24][C:23]=4[C:28]4[NH:37][C:45](=[O:47])[O:48][N:29]=4)=[C:18]([CH3:30])[CH:17]=3)=[C:11]([CH2:31][CH2:32][CH3:33])[N:10]3[N:34]=[CH:35][CH:36]=[C:9]23)[CH2:6][CH2:7]1. The yield is 0.280. (4) The reactants are [Br:1][C:2]1[CH:10]=[C:6]([C:7]([OH:9])=O)[C:5]([OH:11])=[CH:4][CH:3]=1.[CH3:12][O:13][C:14]1[CH:15]=[C:16]([CH:18]=[C:19]([C:21]([F:24])([F:23])[F:22])[CH:20]=1)[NH2:17]. No catalyst specified. The product is [Br:1][C:2]1[CH:3]=[CH:4][C:5]([OH:11])=[C:6]([CH:10]=1)[C:7]([NH:17][C:16]1[CH:18]=[C:19]([C:21]([F:23])([F:24])[F:22])[CH:20]=[C:14]([O:13][CH3:12])[CH:15]=1)=[O:9]. The yield is 0.588. (5) The reactants are [F:1][C:2]([F:12])([F:11])[O:3][C:4]1[CH:10]=[CH:9][C:7]([NH2:8])=[CH:6][CH:5]=1.Cl[C:14](OC(Cl)(Cl)Cl)=[O:15]. The catalyst is C1COCC1. The product is [N:8]([C:7]1[CH:9]=[CH:10][C:4]([O:3][C:2]([F:11])([F:12])[F:1])=[CH:5][CH:6]=1)=[C:14]=[O:15]. The yield is 0.990. (6) The reactants are [O:1]1[C:6]2[CH:7]=[CH:8][C:9]([CH:11]=[O:12])=[CH:10][C:5]=2[O:4][CH2:3][CH2:2]1.[BH4-].[Na+]. The catalyst is C(O)C. The product is [O:1]1[C:6]2[CH:7]=[CH:8][C:9]([CH2:11][OH:12])=[CH:10][C:5]=2[O:4][CH2:3][CH2:2]1. The yield is 0.970. (7) The reactants are C([O:3][C:4](=[O:45])[CH2:5][CH2:6][CH2:7][O:8][C:9]1[CH:14]=[CH:13][CH:12]=[C:11]([CH2:15][CH2:16][CH2:17][CH2:18][CH2:19][CH2:20][O:21][C:22]2[CH:23]=[C:24]([C:31]3[CH:36]=[CH:35][CH:34]=[C:33]([F:37])[CH:32]=3)[CH:25]=[C:26]([O:28][CH2:29][CH3:30])[CH:27]=2)[C:10]=1[CH2:38][CH2:39][C:40]([O:42]CC)=[O:41])C.[OH-].[Na+]. No catalyst specified. The product is [C:40]([CH2:39][CH2:38][C:10]1[C:11]([CH2:15][CH2:16][CH2:17][CH2:18][CH2:19][CH2:20][O:21][C:22]2[CH:23]=[C:24]([C:31]3[CH:36]=[CH:35][CH:34]=[C:33]([F:37])[CH:32]=3)[CH:25]=[C:26]([O:28][CH2:29][CH3:30])[CH:27]=2)=[CH:12][CH:13]=[CH:14][C:9]=1[O:8][CH2:7][CH2:6][CH2:5][C:4]([OH:45])=[O:3])([OH:42])=[O:41]. The yield is 0.990. (8) The reactants are [CH2:1]([O:8][C:9](=[O:26])[NH:10][CH2:11][CH2:12][CH2:13][CH2:14][CH2:15][C:16]([N:18]1[CH2:22][CH:21]([OH:23])[CH2:20][CH:19]1[CH2:24][OH:25])=O)[C:2]1[CH:7]=[CH:6][CH:5]=[CH:4][CH:3]=1.B.C1COCC1. The catalyst is C1COCC1. The product is [CH2:1]([O:8][C:9](=[O:26])[NH:10][CH2:11][CH2:12][CH2:13][CH2:14][CH2:15][CH2:16][N:18]1[CH2:22][CH:21]([OH:23])[CH2:20][CH:19]1[CH2:24][OH:25])[C:2]1[CH:7]=[CH:6][CH:5]=[CH:4][CH:3]=1. The yield is 0.920. (9) The reactants are N[C:2]1[CH:11]=[CH:10][C:9]2[C:4](=[CH:5][C:6]([Br:12])=[CH:7][CH:8]=2)[CH:3]=1.Cl.N([O-])=O.[Na+].[F:18][B-](F)(F)F.[Na+]. The catalyst is C(OC)(C)(C)C.C(OCC)C. The product is [Br:12][C:6]1[CH:5]=[C:4]2[C:9]([CH:10]=[CH:11][CH:2]=[C:3]2[F:18])=[CH:8][CH:7]=1. The yield is 0.850.